From a dataset of Catalyst prediction with 721,799 reactions and 888 catalyst types from USPTO. Predict which catalyst facilitates the given reaction. Reactant: [Cl:1][C:2]1[CH:7]=[CH:6][C:5]([C:8]([C:11]2[N:15]([C:16]3[CH:21]=[CH:20][C:19]([F:22])=[CH:18][CH:17]=3)[C:14]([S:23][CH2:24][C:25]3[C:30]([F:31])=[CH:29][C:28]([S:32]([N:35]([C@@H:37]([CH2:41][CH2:42][CH2:43][N+:44]([CH3:47])([CH3:46])[CH3:45])[C:38]([O-:40])=[O:39])[CH3:36])(=[O:34])=[O:33])=[CH:27][C:26]=3[F:48])=[N:13][CH:12]=2)([CH3:10])[CH3:9])=[CH:4][C:3]=1[O:49][CH3:50].Cl. Product: [Cl-:1].[C:38]([C@@H:37]([N:35]([CH3:36])[S:32]([C:28]1[CH:27]=[C:26]([F:48])[C:25]([CH2:24][S:23][C:14]2[N:15]([C:16]3[CH:21]=[CH:20][C:19]([F:22])=[CH:18][CH:17]=3)[C:11]([C:8]([C:5]3[CH:6]=[CH:7][C:2]([Cl:1])=[C:3]([O:49][CH3:50])[CH:4]=3)([CH3:10])[CH3:9])=[CH:12][N:13]=2)=[C:30]([F:31])[CH:29]=1)(=[O:34])=[O:33])[CH2:41][CH2:42][CH2:43][N+:44]([CH3:46])([CH3:47])[CH3:45])([OH:40])=[O:39]. The catalyst class is: 6.